From a dataset of Catalyst prediction with 721,799 reactions and 888 catalyst types from USPTO. Predict which catalyst facilitates the given reaction. Reactant: [CH3:1][O:2][C:3]1([C:8]2[CH:13]=[CH:12][C:11]([C:14]([F:17])([F:16])[F:15])=[CH:10][C:9]=2[CH2:18]O)[CH2:7][CH2:6][CH2:5][CH2:4]1.C(Br)(Br)(Br)[Br:21].C1(P(C2C=CC=CC=2)C2C=CC=CC=2)C=CC=CC=1. Product: [Br:21][CH2:18][C:9]1[CH:10]=[C:11]([C:14]([F:17])([F:16])[F:15])[CH:12]=[CH:13][C:8]=1[C:3]1([O:2][CH3:1])[CH2:7][CH2:6][CH2:5][CH2:4]1. The catalyst class is: 4.